This data is from Full USPTO retrosynthesis dataset with 1.9M reactions from patents (1976-2016). The task is: Predict the reactants needed to synthesize the given product. Given the product [CH3:1][O:2][C:3]1([C:6]2[CH:7]=[C:8]([NH2:9])[N:18]([C:15]3[CH:16]=[CH:17][C:12]([CH3:20])=[CH:13][CH:14]=3)[N:19]=2)[CH2:5][CH2:4]1, predict the reactants needed to synthesize it. The reactants are: [CH3:1][O:2][C:3]1([C:6](=O)[CH2:7][C:8]#[N:9])[CH2:5][CH2:4]1.Cl.[C:12]1([CH3:20])[CH:17]=[CH:16][C:15]([NH:18][NH2:19])=[CH:14][CH:13]=1.